Dataset: Forward reaction prediction with 1.9M reactions from USPTO patents (1976-2016). Task: Predict the product of the given reaction. (1) Given the reactants [NH:1]1[CH2:6][CH2:5][NH:4][CH2:3][C:2]1=[O:7].C(N(CC)CC)C.[S:15]1[CH:19]=[CH:18][CH:17]=[C:16]1[S:20](Cl)(=[O:22])=[O:21], predict the reaction product. The product is: [S:15]1[CH:19]=[CH:18][CH:17]=[C:16]1[S:20]([N:4]1[CH2:5][CH2:6][NH:1][C:2](=[O:7])[CH2:3]1)(=[O:22])=[O:21]. (2) Given the reactants [OH:1][C:2]1[CH:9]=[C:8]([O:10][CH3:11])[CH:7]=[CH:6][C:3]=1[C:4]#[N:5].C(=O)([O-])[O-].[K+].[K+].I[CH:19]([CH3:21])[CH3:20], predict the reaction product. The product is: [CH:19]([O:1][C:2]1[CH:9]=[C:8]([O:10][CH3:11])[CH:7]=[CH:6][C:3]=1[C:4]#[N:5])([CH3:21])[CH3:20]. (3) Given the reactants N[C:2]1[CH:7]=[CH:6][CH:5]=[CH:4][C:3]=1[CH:8]1[CH2:13][CH2:12][N:11]([C:14](=[O:16])[CH3:15])[CH2:10][CH2:9]1.N([O-])=O.[Na+].[ClH:21], predict the reaction product. The product is: [Cl:21][C:2]1[CH:7]=[CH:6][CH:5]=[CH:4][C:3]=1[CH:8]1[CH2:13][CH2:12][N:11]([C:14](=[O:16])[CH3:15])[CH2:10][CH2:9]1. (4) Given the reactants [C:1](=[O:4])([O-])[O-].FC(F)O[C:8]1[CH:13]=[CH:12][C:11]([C:14](=O)[C:15]([C:17]2[CH:22]=[C:21]([CH3:23])[CH:20]=[C:19]([F:24])[CH:18]=2)=O)=C[C:9]=1C.[F:28][CH:29]([F:49])OC1C=CC(C(=O)C(C2C=CC=C(F)C=2)=O)=CC=1C.Cl.[CH3:51][NH:52][C:53]([NH2:55])=[NH:54].O1CCOC[CH2:57]1.[OH2:62], predict the reaction product. The product is: [NH2:54][C:53]1[N:52]([CH3:51])[C:1](=[O:4])[C:15]([C:14]2[CH:11]=[CH:12][C:13]([O:62][CH:29]([F:49])[F:28])=[C:8]([CH3:9])[CH:57]=2)([C:17]2[CH:22]=[C:21]([CH3:23])[CH:20]=[C:19]([F:24])[CH:18]=2)[N:55]=1. (5) Given the reactants [H-].[Na+].[CH:3]1[C:8]2[C:9](=[O:18])[NH:10][C:11]3[CH:17]=[CH:16][CH:15]=[CH:14][C:12]=3[O:13][C:7]=2[CH:6]=[CH:5][CH:4]=1.[Br:19][CH2:20][CH2:21][CH2:22][CH2:23][CH:24](Br)C, predict the reaction product. The product is: [Br:19][CH2:20][CH2:21][CH2:22][CH2:23][CH2:24][N:10]1[C:9](=[O:18])[C:8]2[CH:3]=[CH:4][CH:5]=[CH:6][C:7]=2[O:13][C:12]2[CH:14]=[CH:15][CH:16]=[CH:17][C:11]1=2. (6) The product is: [Cl:12][C:13]1[CH:14]=[C:15]([CH:16]=[CH:17][C:18]=1[F:19])[O:20][C:9]1[C:8]([F:11])=[CH:7][C:4]([CH:5]=[O:6])=[CH:3][C:2]=1[F:1]. Given the reactants [F:1][C:2]1[CH:3]=[C:4]([CH:7]=[C:8]([F:11])[C:9]=1F)[CH:5]=[O:6].[Cl:12][C:13]1[CH:14]=[C:15]([OH:20])[CH:16]=[CH:17][C:18]=1[F:19], predict the reaction product. (7) Given the reactants [F:1][C:2]1[CH:7]=[CH:6][C:5]([N:8]2[C:12]([C:13]3[CH:23]=[CH:22][C:16]4[O:17][CH2:18][C:19](=[O:21])[NH:20][C:15]=4[CH:14]=3)=[CH:11][C:10]([C:24](O)=[O:25])=[N:9]2)=[CH:4][CH:3]=1.C1C=C2N=NN(O)C2=CC=1.O.C[CH2:39][N:40]=[C:41]=NCCCN(C)C.CNC, predict the reaction product. The product is: [F:1][C:2]1[CH:7]=[CH:6][C:5]([N:8]2[C:12]([C:13]3[CH:23]=[CH:22][C:16]4[O:17][CH2:18][C:19](=[O:21])[NH:20][C:15]=4[CH:14]=3)=[CH:11][C:10]([C:24]([N:40]([CH3:41])[CH3:39])=[O:25])=[N:9]2)=[CH:4][CH:3]=1.